Dataset: Reaction yield outcomes from USPTO patents with 853,638 reactions. Task: Predict the reaction yield, written as a fraction of the theoretical maximum amount of product (1.0 means a 100% yield; for example, 0.34 means a 34% yield). (1) The reactants are [NH:1]1[C:5]2=[N:6][CH:7]=[CH:8][CH:9]=[C:4]2[CH2:3][C:2]1=[O:10].[Cl:11][C:12]1[C:13]([F:20])=[C:14]([CH:17]=[CH:18][CH:19]=1)[CH:15]=O.N1CCCCC1. The catalyst is CO. The product is [Cl:11][C:12]1[C:13]([F:20])=[C:14]([CH:17]=[CH:18][CH:19]=1)/[CH:15]=[C:3]1\[C:2](=[O:10])[NH:1][C:5]2[C:4]\1=[CH:9][CH:8]=[CH:7][N:6]=2. The yield is 0.620. (2) The catalyst is C(Cl)Cl. The product is [Cl:27][CH:17]([C:18]1[CH:23]=[CH:22][CH:21]=[CH:20][CH:19]=1)[CH:14]1[CH2:15][CH2:16][N:11]([C:9]([O:8][CH2:1][C:2]2[CH:7]=[CH:6][CH:5]=[CH:4][CH:3]=2)=[O:10])[CH2:12][CH2:13]1. The reactants are [CH2:1]([O:8][C:9]([N:11]1[CH2:16][CH2:15][CH:14]([CH:17](O)[C:18]2[CH:23]=[CH:22][CH:21]=[CH:20][CH:19]=2)[CH2:13][CH2:12]1)=[O:10])[C:2]1[CH:7]=[CH:6][CH:5]=[CH:4][CH:3]=1.O=S(Cl)[Cl:27]. The yield is 1.00.